This data is from Reaction yield outcomes from USPTO patents with 853,638 reactions. The task is: Predict the reaction yield, written as a fraction of the theoretical maximum amount of product (1.0 means a 100% yield; for example, 0.34 means a 34% yield). (1) The reactants are [CH2:1]([O:3][C:4]1[CH:25]=[CH:24][C:7](/[CH:8]=[C:9]2/[C:10](=[O:23])[N:11]([CH2:15][C:16]([O:18]C(C)(C)C)=[O:17])[C:12](=[O:14])[S:13]/2)=[CH:6][CH:5]=1)[CH3:2].NCCN1C(=O)C(CC2C=CC(OCC)=CC=2)SC1=O. No catalyst specified. The product is [CH2:1]([O:3][C:4]1[CH:25]=[CH:24][C:7](/[CH:8]=[C:9]2/[C:10](=[O:23])[N:11]([CH2:15][C:16]([OH:18])=[O:17])[C:12](=[O:14])[S:13]/2)=[CH:6][CH:5]=1)[CH3:2]. The yield is 0.934. (2) The reactants are [NH2:1][C:2]1[C:7]([F:8])=[C:6](Cl)[N:5]=[C:4]([C:10]([O:12][CH3:13])=[O:11])[C:3]=1[O:14][CH3:15].[CH2:16]([Sn](CCCC)(CCCC)C=C)[CH2:17]CC. The catalyst is ClCCCl.Cl[Pd](Cl)([P](C1C=CC=CC=1)(C1C=CC=CC=1)C1C=CC=CC=1)[P](C1C=CC=CC=1)(C1C=CC=CC=1)C1C=CC=CC=1. The product is [NH2:1][C:2]1[C:7]([F:8])=[C:6]([CH:16]=[CH2:17])[N:5]=[C:4]([C:10]([O:12][CH3:13])=[O:11])[C:3]=1[O:14][CH3:15]. The yield is 0.970.